Dataset: Reaction yield outcomes from USPTO patents with 853,638 reactions. Task: Predict the reaction yield, written as a fraction of the theoretical maximum amount of product (1.0 means a 100% yield; for example, 0.34 means a 34% yield). (1) The reactants are [CH3:1][C:2]([CH3:13])([C:7]1[CH:12]=[CH:11][CH:10]=[CH:9][CH:8]=1)[CH2:3][C:4]([OH:6])=[O:5].C(=O)=O.[CH3:17][C:18](C)=O.C([N-]C(C)C)(C)C.[Li+].CN1CCCN(C)C1=O.C(I)C. The catalyst is O1CCCC1. The product is [CH2:17]([CH:3]([C:2]([CH3:13])([C:7]1[CH:12]=[CH:11][CH:10]=[CH:9][CH:8]=1)[CH3:1])[C:4]([OH:6])=[O:5])[CH3:18]. The yield is 0.300. (2) The reactants are [C:1]([C:3]1[CH:11]=[CH:10][CH:9]=[C:8]2[C:4]=1[C:5](=[O:30])[N:6]([CH:13]([C:19]1[CH:24]=[CH:23][C:22]([O:25][CH3:26])=[C:21]([O:27][CH2:28][CH3:29])[CH:20]=1)[CH2:14][S:15]([CH3:18])(=[O:17])=[O:16])[C:7]2=[O:12])#[N:2].[H][H].O.[ClH:34]. The catalyst is CO.C(O)C.[Pd]. The product is [ClH:34].[NH2:2][CH2:1][C:3]1[CH:11]=[CH:10][CH:9]=[C:8]2[C:4]=1[C:5](=[O:30])[N:6]([CH:13]([C:19]1[CH:24]=[CH:23][C:22]([O:25][CH3:26])=[C:21]([O:27][CH2:28][CH3:29])[CH:20]=1)[CH2:14][S:15]([CH3:18])(=[O:17])=[O:16])[C:7]2=[O:12]. The yield is 0.800. (3) The reactants are [CH3:1][CH:2]1[C:7](=[CH2:8])[CH2:6][CH2:5][N:4]([C:9]([O:11][C:12]([CH3:15])([CH3:14])[CH3:13])=[O:10])[CH2:3]1.Cl[C:17](Cl)(Cl)[C:18](Cl)=[O:19]. The catalyst is C(OCC)C.COCCOC.[Cu].[Zn].[Zn]. The product is [CH3:1][CH:2]1[CH2:3][N:4]([C:9]([O:11][C:12]([CH3:14])([CH3:13])[CH3:15])=[O:10])[CH2:5][CH2:6][C:7]21[CH2:17][C:18](=[O:19])[CH2:8]2. The yield is 0.760. (4) The reactants are [OH-].[Na+].[CH3:3][C:4]1[C:9]([CH:10]([CH2:15][CH2:16][CH3:17])[C:11]([O:13]C)=[O:12])=[C:8]([C:18]2[CH:23]=[CH:22][C:21]([CH3:24])=[CH:20][CH:19]=2)[N:7]=[C:6]([N:25]2[CH2:30][CH2:29][CH2:28][CH:27]([C:31]3[CH:36]=[CH:35][CH:34]=[CH:33][CH:32]=3)[CH2:26]2)[N:5]=1. The catalyst is CO. The product is [CH3:3][C:4]1[C:9]([CH:10]([CH2:15][CH2:16][CH3:17])[C:11]([OH:13])=[O:12])=[C:8]([C:18]2[CH:23]=[CH:22][C:21]([CH3:24])=[CH:20][CH:19]=2)[N:7]=[C:6]([N:25]2[CH2:30][CH2:29][CH2:28][CH:27]([C:31]3[CH:32]=[CH:33][CH:34]=[CH:35][CH:36]=3)[CH2:26]2)[N:5]=1. The yield is 0.310. (5) The reactants are [NH2:1][C:2]1[N:3]=[C:4]([N:17]2[CH2:22][CH2:21][NH:20][CH2:19][CH2:18]2)[C:5]2[N:10]=[C:9]([C:11]3[CH:12]=[N:13][CH:14]=[CH:15][CH:16]=3)[S:8][C:6]=2[N:7]=1.[C:23]1([CH3:32])[CH:28]=[CH:27][C:26]([N:29]=[C:30]=[O:31])=[CH:25][CH:24]=1. The catalyst is O1CCOCC1. The product is [NH2:1][C:2]1[N:3]=[C:4]([N:17]2[CH2:18][CH2:19][N:20]([C:30]([NH:29][C:26]3[CH:27]=[CH:28][C:23]([CH3:32])=[CH:24][CH:25]=3)=[O:31])[CH2:21][CH2:22]2)[C:5]2[N:10]=[C:9]([C:11]3[CH:12]=[N:13][CH:14]=[CH:15][CH:16]=3)[S:8][C:6]=2[N:7]=1. The yield is 0.790. (6) The reactants are [CH3:1][O:2][C:3](=[O:15])[C:4]1[CH:9]=[CH:8][C:7]([O:10][CH2:11][CH2:12]O)=[CH:6][C:5]=1[OH:14].C(Br)(Br)(Br)[Br:17].C1(P(C2C=CC=CC=2)C2C=CC=CC=2)C=CC=CC=1. The catalyst is C(Cl)Cl. The product is [CH3:1][O:2][C:3](=[O:15])[C:4]1[CH:9]=[CH:8][C:7]([O:10][CH2:11][CH2:12][Br:17])=[CH:6][C:5]=1[OH:14]. The yield is 0.780. (7) The yield is 0.378. The product is [NH2:31][C:30]1[S:29][C:28]([C:48]2[CH:49]=[CH:50][C:45]([CH:42]3[CH2:44][CH2:43]3)=[CH:46][C:47]=2[F:60])=[N:27][C:26]=1[C:24]([NH:23][C:22]1[CH:21]=[N:20][N:19]([CH3:40])[C:18]=1[N:14]1[CH2:15][CH2:16][CH2:17][C@@H:11]([NH2:10])[CH2:12][CH2:13]1)=[O:25]. No catalyst specified. The reactants are C(OC(=O)[NH:10][C@@H:11]1[CH2:17][CH2:16][CH2:15][N:14]([C:18]2[N:19]([CH3:40])[N:20]=[CH:21][C:22]=2[NH:23][C:24]([C:26]2[N:27]=[C:28](Br)[S:29][C:30]=2[NH:31]C(OC(C)(C)C)=O)=[O:25])[CH2:13][CH2:12]1)C1C=CC=CC=1.[CH:42]1([C:45]2[CH:50]=[CH:49][C:48](B3OC(C)(C)C(C)(C)O3)=[C:47]([F:60])[CH:46]=2)[CH2:44][CH2:43]1. (8) The reactants are Cl[C:2]1[N:11]=[C:10]([C:12]2[CH:17]=[C:16]([F:18])[CH:15]=[CH:14][C:13]=2[CH3:19])[CH:9]=[C:8]2[C:3]=1[CH:4]=[C:5]([NH:20][C:21]([CH:23]1[CH2:25][CH2:24]1)=[O:22])[N:6]=[CH:7]2.F[B-](F)(F)F.F[B-](F)(F)F.C1(P(C2CCCCC2)CCCP(C2CCCCC2)C2CCCCC2)CCCCC1.[C:65](=[O:68])([O-])[O-:66].[K+].[K+].[CH3:71]O. The catalyst is C(OCC)(=O)C.C([O-])(=O)C.[Pd+2].C([O-])(=O)C.CN(C)C=O. The product is [CH:23]1([C:21]([NH:20][C:5]2[CH:4]=[C:3]3[C:8]([CH:9]=[C:10]([C:12]4[CH:17]=[C:16]([F:18])[CH:15]=[CH:14][C:13]=4[CH3:19])[N:11]=[C:2]3[C:65]([O:66][CH3:71])=[O:68])=[CH:7][N:6]=2)=[O:22])[CH2:25][CH2:24]1. The yield is 0.900. (9) The reactants are [N+:1]([C:4]1[CH:15]=[CH:14][C:7]([O:8][CH2:9][CH2:10][C:11]([OH:13])=O)=[CH:6][CH:5]=1)([O-:3])=[O:2].O=P12OP3(OP(OP(O3)(O1)=O)(=O)O2)=O. The catalyst is S(=O)(=O)(O)O. The product is [N+:1]([C:4]1[CH:5]=[C:6]2[C:7](=[CH:14][CH:15]=1)[O:8][CH2:9][CH2:10][C:11]2=[O:13])([O-:3])=[O:2]. The yield is 0.940.